Dataset: Full USPTO retrosynthesis dataset with 1.9M reactions from patents (1976-2016). Task: Predict the reactants needed to synthesize the given product. (1) Given the product [F:1][C:2]1[CH:3]=[CH:4][C:5]([CH3:11])=[C:6]([C:13]2[N:18]=[C:17]([NH2:19])[N:16]=[C:15]([NH:20][CH3:21])[CH:14]=2)[CH:7]=1, predict the reactants needed to synthesize it. The reactants are: [F:1][C:2]1[CH:3]=[CH:4][C:5]([CH3:11])=[C:6](B(O)O)[CH:7]=1.I[C:13]1[N:18]=[C:17]([NH2:19])[N:16]=[C:15]([NH:20][CH3:21])[CH:14]=1. (2) Given the product [C:2]1([CH2:8][N:9]2[CH2:16][CH2:15][CH2:14][CH2:27][C@H:10]2[C:11]([N:23]2[CH2:18][CH2:17][CH2:22][CH2:21]2)=[O:13])[CH:3]=[CH:4][CH:5]=[CH:6][CH:7]=1, predict the reactants needed to synthesize it. The reactants are: Cl.[C:2]1([CH2:8][N:9]2[CH2:16][CH2:15][CH2:14][C@H:10]2[C:11]([OH:13])=O)[CH:7]=[CH:6][CH:5]=[CH:4][CH:3]=1.[CH:17]1[CH:18]=CC2N(O)N=[N:23][C:21]=2[CH:22]=1.[CH3:27]N1CCOCC1.N1CCCCC1.CCN=C=NCCCN(C)C.Cl. (3) Given the product [CH2:1]([O:8][C:9](=[O:40])[C:10]1[CH:15]=[CH:14][C:13]([C:16]2[CH:17]=[N:18][CH:19]=[C:20]([CH2:22][C:23]([O:25][CH2:46][CH3:47])=[O:24])[CH:21]=2)=[C:12]([CH2:26][N:27]([C:30]([O:32][CH2:33][C:34]2[CH:39]=[CH:38][CH:37]=[CH:36][CH:35]=2)=[O:31])[CH2:28][CH3:29])[CH:11]=1)[CH3:2], predict the reactants needed to synthesize it. The reactants are: [CH2:1]([O:8][C:9](=[O:40])[C:10]1[CH:15]=[CH:14][C:13]([C:16]2[CH:17]=[N:18][CH:19]=[C:20]([CH2:22][C:23]([OH:25])=[O:24])[CH:21]=2)=[C:12]([CH2:26][N:27]([C:30]([O:32][CH2:33][C:34]2[CH:39]=[CH:38][CH:37]=[CH:36][CH:35]=2)=[O:31])[CH2:28][CH3:29])[CH:11]=1)[C:2]1C=CC=CC=1.S(=O)(=O)(O)O.[CH3:46][CH2:47]O. (4) Given the product [OH:30][CH2:29][CH2:28][N:1]([CH2:32][CH2:33][OH:34])[C:2]1[CH:3]=[CH:4][C:5]([CH3:26])=[C:6]([CH:8]([CH2:17][NH:18][C:19]([O:21][C:22]([CH3:25])([CH3:24])[CH3:23])=[O:20])[CH2:9][C:10]([O:12][C:13]([CH3:14])([CH3:15])[CH3:16])=[O:11])[CH:7]=1, predict the reactants needed to synthesize it. The reactants are: [NH2:1][C:2]1[CH:3]=[CH:4][C:5]([CH3:26])=[C:6]([CH:8]([CH2:17][NH:18][C:19]([O:21][C:22]([CH3:25])([CH3:24])[CH3:23])=[O:20])[CH2:9][C:10]([O:12][C:13]([CH3:16])([CH3:15])[CH3:14])=[O:11])[CH:7]=1.Cl[CH2:28][CH2:29][OH:30].Br[CH2:32][CH2:33][OH:34].C(=O)([O-])[O-].[Ca+2].[I-].[K+].[OH-].[Na+]. (5) Given the product [CH:11]([NH:10][C:35]([C:33]1[S:32][C:30]2[N:31]=[C:26]([NH2:25])[N:27]=[C:28]([C:38]3[CH:43]=[C:42]([O:44][CH2:45][C:46]4[CH:47]=[CH:48][CH:49]=[CH:50][CH:51]=4)[C:41]([Cl:52])=[CH:40][C:39]=3[Cl:53])[C:29]=2[CH:34]=1)=[O:37])([CH3:16])[CH3:12], predict the reactants needed to synthesize it. The reactants are: F[P-](F)(F)(F)(F)F.N1(OC(N(C)C)=[N+](C)C)[C:12]2N=CC=[CH:16][C:11]=2[N:10]=N1.[NH2:25][C:26]1[N:27]=[C:28]([C:38]2[CH:43]=[C:42]([O:44][CH2:45][C:46]3[CH:51]=[CH:50][CH:49]=[CH:48][CH:47]=3)[C:41]([Cl:52])=[CH:40][C:39]=2[Cl:53])[C:29]2[CH:34]=[C:33]([C:35]([OH:37])=O)[S:32][C:30]=2[N:31]=1.C(N)(C)C.